From a dataset of Full USPTO retrosynthesis dataset with 1.9M reactions from patents (1976-2016). Predict the reactants needed to synthesize the given product. (1) Given the product [CH2:44]([Cl:46])[Cl:45].[CH3:13][OH:14].[NH4+:7].[OH-:14].[F:1][C:2]1[CH:3]=[CH:4][C:5]2[N:9]=[C:8]([CH:10]([NH2:12])[CH3:11])[N:7]([C:30]3[CH:35]=[CH:34][C:33]([F:36])=[CH:32][CH:31]=3)[C:6]=2[CH:37]=1, predict the reactants needed to synthesize it. The reactants are: [F:1][C:2]1[CH:3]=[CH:4][C:5]2[N:9]=[C:8]([CH:10]([NH:12][C:13](=O)[O:14]CC3C4C=CC=CC=4C4C3=CC=CC=4)[CH3:11])[N:7]([C:30]3[CH:35]=[CH:34][C:33]([F:36])=[CH:32][CH:31]=3)[C:6]=2[CH:37]=1.N1CCCCC1.[CH2:44]([Cl:46])[Cl:45]. (2) Given the product [ClH:1].[ClH:29].[Cl:1][C:2]1[CH:3]=[C:4]([CH:8]([C:22]2([OH:28])[CH2:27][CH2:26][CH2:25][CH2:24][CH2:23]2)[CH2:9][N:11]2[CH2:16][CH2:15][CH:14]([N:17]3[CH2:18][CH2:19][CH2:20][CH2:21]3)[CH2:13][CH2:12]2)[CH:5]=[CH:6][CH:7]=1, predict the reactants needed to synthesize it. The reactants are: [Cl:1][C:2]1[CH:3]=[C:4]([CH:8]([C:22]2([OH:28])[CH2:27][CH2:26][CH2:25][CH2:24][CH2:23]2)[C:9]([N:11]2[CH2:16][CH2:15][CH:14]([N:17]3[CH2:21][CH2:20][CH2:19][CH2:18]3)[CH2:13][CH2:12]2)=O)[CH:5]=[CH:6][CH:7]=1.[ClH:29].